This data is from CYP2C9 inhibition data for predicting drug metabolism from PubChem BioAssay. The task is: Regression/Classification. Given a drug SMILES string, predict its absorption, distribution, metabolism, or excretion properties. Task type varies by dataset: regression for continuous measurements (e.g., permeability, clearance, half-life) or binary classification for categorical outcomes (e.g., BBB penetration, CYP inhibition). Dataset: cyp2c9_veith. The drug is COc1ccccc1CN1CCCC2(CCN(C(=O)c3cnccn3)CC2)C1. The result is 0 (non-inhibitor).